The task is: Predict the reactants needed to synthesize the given product.. This data is from Full USPTO retrosynthesis dataset with 1.9M reactions from patents (1976-2016). (1) Given the product [O:31]1[CH:32]=[CH:33][CH:34]=[C:30]1[C:28]1[N:29]=[C:22]2[N:21]=[C:20]([NH:19][CH2:18][CH:15]3[CH2:14][N:11]4[CH2:12][CH2:13][N:8]([C:6]5[N:48]=[CH:47][CH:46]=[CH:45][N:44]=5)[CH2:9][CH:10]4[CH2:17][CH2:16]3)[N:25]=[C:24]([NH2:26])[N:23]2[N:27]=1, predict the reactants needed to synthesize it. The reactants are: C(O[C:6]([N:8]1[CH2:13][CH2:12][N:11]2[CH2:14][C@H:15]([CH2:18][NH:19][C:20]3[N:25]=[C:24]([NH2:26])[N:23]4[N:27]=[C:28]([C:30]5[O:31][CH:32]=[CH:33][CH:34]=5)[N:29]=[C:22]4[N:21]=3)[CH2:16][CH2:17][C@@H:10]2[CH2:9]1)=O)(C)(C)C.FC(F)(F)C(O)=O.ClC1[N:48]=[CH:47][CH:46]=[CH:45][N:44]=1.C([O-])([O-])=O.[Na+].[Na+]. (2) Given the product [O:1]=[CH:2][CH2:3][CH2:4][CH2:5][NH:6][C:7]([N:9]1[CH2:18][CH2:17][C:16]2[C:11](=[CH:12][C:13]([O:21][CH3:22])=[C:14]([O:19][CH3:20])[CH:15]=2)[CH2:10]1)=[O:8], predict the reactants needed to synthesize it. The reactants are: [OH:1][CH2:2][CH2:3][CH2:4][CH2:5][NH:6][C:7]([N:9]1[CH2:18][CH2:17][C:16]2[C:11](=[CH:12][C:13]([O:21][CH3:22])=[C:14]([O:19][CH3:20])[CH:15]=2)[CH2:10]1)=[O:8].O=CCCCNC(=O)C1C=CC=CC=1. (3) Given the product [ClH:1].[ClH:33].[Cl:1][C:2]1[CH:3]=[C:4]([NH:19][C:20]2[C:30]3[CH:29]=[C:28]([CH2:31][NH:34][C:35]([CH3:42])([CH3:41])[CH2:36][O:37][CH2:38][CH2:39][OH:40])[CH2:27][CH2:26][NH:25][C:24]=3[N:23]=[CH:22][N:21]=2)[CH:5]=[CH:6][C:7]=1[O:8][C:9]1[CH:14]=[CH:13][CH:12]=[C:11]([C:15]([F:18])([F:16])[F:17])[CH:10]=1, predict the reactants needed to synthesize it. The reactants are: [Cl:1][C:2]1[CH:3]=[C:4]([NH:19][C:20]2[C:30]3[CH:29]=[C:28]([CH:31]=O)[CH2:27][CH2:26][NH:25][C:24]=3[N:23]=[CH:22][N:21]=2)[CH:5]=[CH:6][C:7]=1[O:8][C:9]1[CH:14]=[CH:13][CH:12]=[C:11]([C:15]([F:18])([F:17])[F:16])[CH:10]=1.[ClH:33].[NH2:34][C:35]([CH3:42])([CH3:41])[CH2:36][O:37][CH2:38][CH2:39][OH:40].C(O[BH-](OC(=O)C)OC(=O)C)(=O)C.[Na+].O1CCCC1. (4) Given the product [CH2:19]([C:15]12[CH2:14][CH2:13][C:12]([OH:22])([CH3:21])[CH2:11][CH:10]1[CH2:9][CH2:8][C:7]1[CH:6]=[C:5]([C:3]([OH:4])=[O:2])[CH:18]=[CH:17][C:16]2=1)[CH3:20], predict the reactants needed to synthesize it. The reactants are: C[O:2][C:3]([C:5]1[CH:18]=[CH:17][C:16]2[C:15]3([CH2:19][CH3:20])[CH:10]([CH2:11][C:12]([OH:22])([CH3:21])[CH2:13][CH2:14]3)[CH2:9][CH2:8][C:7]=2[CH:6]=1)=[O:4].O.[OH-].[Li+]. (5) Given the product [Br:1][C:2]1[CH:10]=[C:9]([F:11])[CH:8]=[C:7]2[C:3]=1[CH:4]=[CH:5][N:6]2[C:15]1[CH:16]=[CH:17][C:18]([O:19][CH2:20][C:21]2[CH:22]=[CH:23][CH:24]=[CH:25][CH:26]=2)=[C:13]([F:12])[CH:14]=1, predict the reactants needed to synthesize it. The reactants are: [Br:1][C:2]1[CH:10]=[C:9]([F:11])[CH:8]=[C:7]2[C:3]=1[CH:4]=[CH:5][NH:6]2.[F:12][C:13]1[CH:14]=[C:15](B(O)O)[CH:16]=[CH:17][C:18]=1[O:19][CH2:20][C:21]1[CH:26]=[CH:25][CH:24]=[CH:23][CH:22]=1.C(N(CC)CC)C. (6) Given the product [Br:16][C:17]1[CH:18]=[CH:19][C:20]([N:23]2[C:10](=[O:15])[CH2:11][C:12]([CH3:14])([CH3:13])[NH:24]2)=[N:21][CH:22]=1, predict the reactants needed to synthesize it. The reactants are: N1([C:10](=[O:15])[CH:11]=[C:12]([CH3:14])[CH3:13])C2C=CC=CC=2N=N1.[Br:16][C:17]1[CH:18]=[CH:19][C:20]([NH:23][NH2:24])=[N:21][CH:22]=1.CCN(CC)CC. (7) Given the product [Cl:1][C:2]1[N:3]=[C:4]([O:20][C@H:21]2[CH2:24][C@H:23]([CH2:25][NH:26][C:27](=[O:33])[O:28][C:29]([CH3:32])([CH3:31])[CH3:30])[CH2:22]2)[C:5]2[C:10]([C:36]3[CH:35]=[N:34][CH:39]=[CH:38][CH:37]=3)=[CH:9][N:8]([CH2:12][O:13][CH2:14][CH2:15][Si:16]([CH3:19])([CH3:18])[CH3:17])[C:6]=2[N:7]=1, predict the reactants needed to synthesize it. The reactants are: [Cl:1][C:2]1[N:3]=[C:4]([O:20][C@H:21]2[CH2:24][C@H:23]([CH2:25][NH:26][C:27](=[O:33])[O:28][C:29]([CH3:32])([CH3:31])[CH3:30])[CH2:22]2)[C:5]2[C:10](I)=[CH:9][N:8]([CH2:12][O:13][CH2:14][CH2:15][Si:16]([CH3:19])([CH3:18])[CH3:17])[C:6]=2[N:7]=1.[N:34]1[CH:39]=[CH:38][CH:37]=[C:36](B(O)O)[CH:35]=1.O1CCOCC1.C(=O)([O-])[O-].[Na+].[Na+].